This data is from Forward reaction prediction with 1.9M reactions from USPTO patents (1976-2016). The task is: Predict the product of the given reaction. (1) Given the reactants [Li][CH2:2]CCC.[F:6][C:7]1[CH:12]=[C:11]([O:13][CH3:14])[CH:10]=[CH:9][C:8]=1[C:15]1([CH3:20])[O:19]CCO1.IC.C(O)(=O)C, predict the reaction product. The product is: [F:6][C:7]1[C:12]([CH3:2])=[C:11]([O:13][CH3:14])[CH:10]=[CH:9][C:8]=1[C:15](=[O:19])[CH3:20]. (2) Given the reactants [F:1][C:2]([F:34])([F:33])[O:3][C:4]1[CH:32]=[CH:31][C:7]([CH2:8][NH:9][C:10]([C@H:12]2[CH2:17][NH:16][CH2:15][CH2:14][N:13]2[S:18]([C:21]2[CH:26]=[CH:25][C:24]([C:27]([F:30])([F:29])[F:28])=[CH:23][CH:22]=2)(=[O:20])=[O:19])=[O:11])=[CH:6][CH:5]=1.Cl[C:36]1[S:37][C:38]2[C:43]([Cl:44])=[N:42][C:41]([CH:45]3[CH2:47][CH2:46]3)=[N:40][C:39]=2[N:48]=1.C(N(CC)C(C)C)(C)C, predict the reaction product. The product is: [F:34][C:2]([F:1])([F:33])[O:3][C:4]1[CH:5]=[CH:6][C:7]([CH2:8][NH:9][C:10]([C@H:12]2[CH2:17][N:16]([C:36]3[S:37][C:38]4[C:43]([Cl:44])=[N:42][C:41]([CH:45]5[CH2:46][CH2:47]5)=[N:40][C:39]=4[N:48]=3)[CH2:15][CH2:14][N:13]2[S:18]([C:21]2[CH:26]=[CH:25][C:24]([C:27]([F:28])([F:29])[F:30])=[CH:23][CH:22]=2)(=[O:20])=[O:19])=[O:11])=[CH:31][CH:32]=1. (3) Given the reactants Br[C:2]1[CH:3]=[C:4]2[C:9]([NH:10][CH:11]3[CH2:16][CH2:15][N:14]([C:17]4[N:18]=[N:19][C:20]([C:23]#[N:24])=[CH:21][CH:22]=4)[CH2:13][C:12]3([CH3:26])[CH3:25])=[C:8]([C:27]([NH2:29])=[O:28])[CH:7]=[N:6][N:5]2[CH:30]=1.[F:31][C:32]([F:37])([F:36])[C:33]([NH2:35])=[O:34].C(=O)([O-])[O-].[K+].[K+].CNCCNC, predict the reaction product. The product is: [C:23]([C:20]1[N:19]=[N:18][C:17]([N:14]2[CH2:15][CH2:16][CH:11]([NH:10][C:9]3[C:4]4[N:5]([CH:30]=[C:2]([NH:35][C:33](=[O:34])[C:32]([F:37])([F:36])[F:31])[CH:3]=4)[N:6]=[CH:7][C:8]=3[C:27]([NH2:29])=[O:28])[C:12]([CH3:25])([CH3:26])[CH2:13]2)=[CH:22][CH:21]=1)#[N:24]. (4) Given the reactants [CH2:1]([O:3][C:4]([C:6]1[O:14][C:13]2[C:12]([F:15])=[CH:11][N:10]=[CH:9][C:8]=2[C:7]=1[NH2:16])=[O:5])[CH3:2].[F:17][C:18]1[CH:23]=[C:22]([Si:24]([CH3:27])([CH3:26])[CH3:25])[CH:21]=[CH:20][C:19]=1OS(C(F)(F)F)(=O)=O.CC1(C)C2C(=C(P(C3C=CC=CC=3)C3C=CC=CC=3)C=CC=2)OC2C(P(C3C=CC=CC=3)C3C=CC=CC=3)=CC=CC1=2.C([O-])([O-])=O.[Cs+].[Cs+], predict the reaction product. The product is: [CH2:1]([O:3][C:4]([C:6]1[O:14][C:13]2[C:12]([F:15])=[CH:11][N:10]=[CH:9][C:8]=2[C:7]=1[NH:16][C:19]1[CH:20]=[CH:21][C:22]([Si:24]([CH3:26])([CH3:25])[CH3:27])=[CH:23][C:18]=1[F:17])=[O:5])[CH3:2]. (5) Given the reactants [Br:1][C:2]1[C:7]([F:8])=[C:6](I)[CH:5]=[C:4]([CH3:10])[N:3]=1.CC1(C)OB([C:17]2[CH:18]=[N:19][C:20]([C:23]([F:26])([F:25])[F:24])=[N:21][CH:22]=2)OC1(C)C.C(=O)([O-])[O-].[K+].[K+].COCCOC, predict the reaction product. The product is: [Br:1][C:2]1[C:7]([F:8])=[C:6]([C:17]2[CH:18]=[N:19][C:20]([C:23]([F:26])([F:25])[F:24])=[N:21][CH:22]=2)[CH:5]=[C:4]([CH3:10])[N:3]=1. (6) Given the reactants [N:1]#[C:2]Br.[C:4]([NH:9][NH2:10])(=[O:8])[CH2:5][CH2:6][CH3:7], predict the reaction product. The product is: [CH2:5]([C:4]1[O:8][C:2]([NH2:1])=[N:10][N:9]=1)[CH2:6][CH3:7].